Dataset: Full USPTO retrosynthesis dataset with 1.9M reactions from patents (1976-2016). Task: Predict the reactants needed to synthesize the given product. (1) Given the product [C:6]([C:10]1[N:11]([S:15]([N:18]([CH3:20])[CH3:19])(=[O:17])=[O:16])[C:12]([CH:24]=[O:25])=[CH:13][N:14]=1)([CH3:9])([CH3:7])[CH3:8], predict the reactants needed to synthesize it. The reactants are: [Li]CCCC.[C:6]([C:10]1[N:11]([S:15]([N:18]([CH3:20])[CH3:19])(=[O:17])=[O:16])[CH:12]=[CH:13][N:14]=1)([CH3:9])([CH3:8])[CH3:7].CN([CH:24]=[O:25])C.[NH4+].[Cl-]. (2) Given the product [CH2:1]([CH:3]1[N:12]2[C:7](=[CH:8][C:9](=[O:18])[C:10]([C:13]([O:15][CH2:16][CH3:17])=[O:14])=[CH:11]2)[C:6]2[CH:19]=[C:20]([O:24][CH3:25])[C:21]([O:23][CH2:27][CH:28]([CH3:30])[CH3:29])=[CH:22][C:5]=2[CH2:4]1)[CH3:2], predict the reactants needed to synthesize it. The reactants are: [CH2:1]([CH:3]1[N:12]2[C:7](=[CH:8][C:9](=[O:18])[C:10]([C:13]([O:15][CH2:16][CH3:17])=[O:14])=[CH:11]2)[C:6]2[CH:19]=[C:20]([O:24][CH3:25])[C:21]([OH:23])=[CH:22][C:5]=2[CH2:4]1)[CH3:2].Br[CH2:27][CH:28]([CH3:30])[CH3:29].C([O-])([O-])=O.[K+].[K+]. (3) Given the product [C:24]([O:27][CH2:28][C:29]1[C:30]([N:44]2[CH2:56][CH2:55][N:47]3[C:48]4[CH2:49][CH2:50][CH2:51][CH2:52][C:53]=4[CH:54]=[C:46]3[C:45]2=[O:57])=[CH:31][CH:32]=[CH:33][C:34]=1[C:2]1[CH:3]=[C:4]([NH:10][C:11]2[CH:23]=[C:14]3[CH2:15][N:16]([CH:19]4[CH2:22][O:21][CH2:20]4)[CH2:17][CH2:18][N:13]3[N:12]=2)[C:5](=[O:9])[N:6]([CH3:8])[CH:7]=1)(=[O:26])[CH3:25], predict the reactants needed to synthesize it. The reactants are: Br[C:2]1[CH:3]=[C:4]([NH:10][C:11]2[CH:23]=[C:14]3[CH2:15][N:16]([CH:19]4[CH2:22][O:21][CH2:20]4)[CH2:17][CH2:18][N:13]3[N:12]=2)[C:5](=[O:9])[N:6]([CH3:8])[CH:7]=1.[C:24]([O:27][CH2:28][C:29]1[C:34](B2OC(C)(C)C(C)(C)O2)=[CH:33][CH:32]=[CH:31][C:30]=1[N:44]1[CH2:56][CH2:55][N:47]2[C:48]3[CH2:49][CH2:50][CH2:51][CH2:52][C:53]=3[CH:54]=[C:46]2[C:45]1=[O:57])(=[O:26])[CH3:25].CC([O-])=O.[Na+]. (4) Given the product [Cl:5][C:6]1[CH:15]=[CH:14][C:13]2[C:8](=[CH:9][CH:10]=[CH:11][C:12]=2[N+:1]([O-:4])=[O:2])[N:7]=1, predict the reactants needed to synthesize it. The reactants are: [N+:1]([O-:4])(O)=[O:2].[Cl:5][C:6]1[CH:15]=[CH:14][C:13]2[C:8](=[CH:9][CH:10]=[CH:11][CH:12]=2)[N:7]=1. (5) The reactants are: [Br:1][C:2]1[CH:9]=[C:8]([F:10])[CH:7]=[CH:6][C:3]=1[CH:4]=O.C1(P(C2C=CC=CC=2)(C2C=CC=CC=2)=[CH:18][C:19]([O:21][CH3:22])=[O:20])C=CC=CC=1. Given the product [Br:1][C:2]1[CH:9]=[C:8]([F:10])[CH:7]=[CH:6][C:3]=1/[CH:4]=[CH:18]/[C:19]([O:21][CH3:22])=[O:20], predict the reactants needed to synthesize it.